Dataset: NCI-60 drug combinations with 297,098 pairs across 59 cell lines. Task: Regression. Given two drug SMILES strings and cell line genomic features, predict the synergy score measuring deviation from expected non-interaction effect. (1) Drug 1: CN1CCC(CC1)COC2=C(C=C3C(=C2)N=CN=C3NC4=C(C=C(C=C4)Br)F)OC. Cell line: DU-145. Drug 2: CC1=C(C=C(C=C1)C(=O)NC2=CC(=CC(=C2)C(F)(F)F)N3C=C(N=C3)C)NC4=NC=CC(=N4)C5=CN=CC=C5. Synergy scores: CSS=3.00, Synergy_ZIP=-1.99, Synergy_Bliss=-0.877, Synergy_Loewe=-14.4, Synergy_HSA=-6.99. (2) Drug 1: C1CN(CCN1C(=O)CCBr)C(=O)CCBr. Drug 2: CS(=O)(=O)OCCCCOS(=O)(=O)C. Cell line: MALME-3M. Synergy scores: CSS=21.7, Synergy_ZIP=-9.67, Synergy_Bliss=-10.3, Synergy_Loewe=-9.42, Synergy_HSA=-7.22. (3) Drug 2: CC1C(C(CC(O1)OC2CC(OC(C2O)C)OC3=CC4=CC5=C(C(=O)C(C(C5)C(C(=O)C(C(C)O)O)OC)OC6CC(C(C(O6)C)O)OC7CC(C(C(O7)C)O)OC8CC(C(C(O8)C)O)(C)O)C(=C4C(=C3C)O)O)O)O. Drug 1: COC1=C(C=C2C(=C1)N=CN=C2NC3=CC(=C(C=C3)F)Cl)OCCCN4CCOCC4. Synergy scores: CSS=15.8, Synergy_ZIP=6.73, Synergy_Bliss=12.1, Synergy_Loewe=12.4, Synergy_HSA=12.6. Cell line: SF-295. (4) Drug 1: C1=CC=C(C(=C1)C(C2=CC=C(C=C2)Cl)C(Cl)Cl)Cl. Drug 2: CCC1(C2=C(COC1=O)C(=O)N3CC4=CC5=C(C=CC(=C5CN(C)C)O)N=C4C3=C2)O.Cl. Cell line: HL-60(TB). Synergy scores: CSS=66.9, Synergy_ZIP=1.18, Synergy_Bliss=0.863, Synergy_Loewe=-68.3, Synergy_HSA=-3.43.